Regression. Given two drug SMILES strings and cell line genomic features, predict the synergy score measuring deviation from expected non-interaction effect. From a dataset of NCI-60 drug combinations with 297,098 pairs across 59 cell lines. Drug 1: C1=NC2=C(N=C(N=C2N1C3C(C(C(O3)CO)O)O)F)N. Drug 2: CC1CCC2CC(C(=CC=CC=CC(CC(C(=O)C(C(C(=CC(C(=O)CC(OC(=O)C3CCCCN3C(=O)C(=O)C1(O2)O)C(C)CC4CCC(C(C4)OC)OCCO)C)C)O)OC)C)C)C)OC. Cell line: SNB-75. Synergy scores: CSS=-0.253, Synergy_ZIP=1.77, Synergy_Bliss=-0.274, Synergy_Loewe=-69.1, Synergy_HSA=-2.50.